Dataset: Reaction yield outcomes from USPTO patents with 853,638 reactions. Task: Predict the reaction yield, written as a fraction of the theoretical maximum amount of product (1.0 means a 100% yield; for example, 0.34 means a 34% yield). (1) The reactants are [CH3:1][C:2]([CH3:34])([CH2:12][N:13]1[C:17]2[CH:18]=[CH:19][CH:20]=[CH:21][C:16]=2[N:15]=[C:14]1[CH2:22][NH:23]C(OCC1C=CC=CC=1)=O)[CH2:3][NH:4][C:5](=[O:11])[O:6][C:7]([CH3:10])([CH3:9])[CH3:8].NC1C=CC=CC=1NCC(C)(C)CNC(=O)OC(C)(C)C. No catalyst specified. The product is [NH2:23][CH2:22][C:14]1[N:13]([CH2:12][C:2]([CH3:1])([CH3:34])[CH2:3][NH:4][C:5](=[O:11])[O:6][C:7]([CH3:8])([CH3:9])[CH3:10])[C:17]2[CH:18]=[CH:19][CH:20]=[CH:21][C:16]=2[N:15]=1. The yield is 0.960. (2) The reactants are [C:1]1([CH:7]([O:14][C:15]([CH:17]2[N:21]3[C:22](=[O:26])[C:23](Br)(Br)[C@H:20]3[S:19](=[O:27])[C:18]2([CH3:29])[CH3:28])=[O:16])[C:8]2[CH:13]=[CH:12][CH:11]=[CH:10][CH:9]=2)[CH:6]=[CH:5][CH:4]=[CH:3][CH:2]=1.[Cl-].[NH4+].[Bi](Cl)(Cl)Cl.[Al]. The catalyst is ClCCl.O.CO. The product is [C:1]1([CH:7]([O:14][C:15]([CH:17]2[N:21]3[C:22](=[O:26])[CH2:23][C@H:20]3[S:19](=[O:27])[C:18]2([CH3:29])[CH3:28])=[O:16])[C:8]2[CH:9]=[CH:10][CH:11]=[CH:12][CH:13]=2)[CH:2]=[CH:3][CH:4]=[CH:5][CH:6]=1. The yield is 0.890. (3) The reactants are C(Cl)Cl.[CH3:4][N:5]1[CH2:10][CH2:9][NH:8][CH2:7][CH2:6]1.[CH2:11]([O:18][C:19]([N:21]1[CH2:29][C:28]2[C:23](=[CH:24][CH:25]=[C:26]([CH2:30]OS(C)(=O)=O)[CH:27]=2)[CH2:22]1)=[O:20])[C:12]1[CH:17]=[CH:16][CH:15]=[CH:14][CH:13]=1. The catalyst is O. The product is [CH2:11]([O:18][C:19]([N:21]1[CH2:29][C:28]2[C:23](=[CH:24][CH:25]=[C:26]([CH2:30][N:8]3[CH2:9][CH2:10][N:5]([CH3:4])[CH2:6][CH2:7]3)[CH:27]=2)[CH2:22]1)=[O:20])[C:12]1[CH:17]=[CH:16][CH:15]=[CH:14][CH:13]=1. The yield is 0.470. (4) The product is [CH3:42][O:41][N:43]=[C:1]([C:4]1[CH:5]=[CH:6][C:7]([C:10]2([CH:19]3[CH2:20][CH2:21][N:22]([CH:25]([CH3:39])[CH2:26][CH2:27][NH:28][C:29]([C:31]4[C:32]([CH3:38])=[N:33][CH:34]=[N:35][C:36]=4[CH3:37])=[O:30])[CH2:23][CH2:24]3)[O:11][C:12]3[CH:18]=[CH:17][CH:16]=[CH:15][C:13]=3[O:14]2)=[CH:8][CH:9]=1)[CH3:2]. The yield is 0.750. The catalyst is CO. The reactants are [C:1]([C:4]1[CH:9]=[CH:8][C:7]([C:10]2([CH:19]3[CH2:24][CH2:23][N:22]([CH:25]([CH3:39])[CH2:26][CH2:27][NH:28][C:29]([C:31]4[C:32]([CH3:38])=[N:33][CH:34]=[N:35][C:36]=4[CH3:37])=[O:30])[CH2:21][CH2:20]3)[O:14][C:13]3[CH:15]=[CH:16][CH:17]=[CH:18][C:12]=3[O:11]2)=[CH:6][CH:5]=1)(=O)[CH3:2].Cl.[O:41]([NH2:43])[CH3:42].CC([O-])=O.[Na+]. (5) The reactants are [Br:1][C:2]1[CH:3]=[C:4]([O:19][C:20]2[CH:25]=[CH:24][CH:23]=[CH:22][CH:21]=2)[C:5]([NH:8][C:9]2[S:10][CH:11]=[C:12]([CH2:14][CH2:15][C:16]([OH:18])=O)[N:13]=2)=[N:6][CH:7]=1.C1C=CC2N(O)N=NC=2C=1.O.CCN(C(C)C)C(C)C.CCN=C=NCCCN(C)C.[C:57]([NH:60][NH2:61])(=[O:59])[CH3:58]. The catalyst is C(#N)C.C1COCC1. The product is [C:57]([NH:60][NH:61][C:16](=[O:18])[CH2:15][CH2:14][C:12]1[N:13]=[C:9]([NH:8][C:5]2[C:4]([O:19][C:20]3[CH:21]=[CH:22][CH:23]=[CH:24][CH:25]=3)=[CH:3][C:2]([Br:1])=[CH:7][N:6]=2)[S:10][CH:11]=1)(=[O:59])[CH3:58]. The yield is 1.27. (6) The reactants are [OH:1][CH2:2][CH2:3][NH:4][C:5](=[O:11])[O:6][C:7]([CH3:10])([CH3:9])[CH3:8].[CH3:12][S:13](Cl)(=[O:15])=[O:14].O. The catalyst is C(Cl)Cl. The product is [CH3:12][S:13]([O:1][CH2:2][CH2:3][NH:4][C:5](=[O:11])[O:6][C:7]([CH3:8])([CH3:10])[CH3:9])(=[O:15])=[O:14]. The yield is 0.840.